Dataset: Forward reaction prediction with 1.9M reactions from USPTO patents (1976-2016). Task: Predict the product of the given reaction. (1) Given the reactants [CH2:1]([C:3]1[S:7][C:6]([C:8](=[O:27])[CH2:9][CH2:10][C:11]2[CH:16]=[C:15]([CH3:17])[C:14]([CH2:18][CH2:19][CH2:20]OS(C)(=O)=O)=[C:13]([CH3:26])[CH:12]=2)=[C:5]2[CH2:28][CH2:29][C:30]([CH3:33])([CH3:32])[CH2:31][C:4]=12)[CH3:2].[NH3:34], predict the reaction product. The product is: [NH2:34][CH2:20][CH2:19][CH2:18][C:14]1[C:15]([CH3:17])=[CH:16][C:11]([CH2:10][CH2:9][C:8]([C:6]2[S:7][C:3]([CH2:1][CH3:2])=[C:4]3[CH2:31][C:30]([CH3:33])([CH3:32])[CH2:29][CH2:28][C:5]=23)=[O:27])=[CH:12][C:13]=1[CH3:26]. (2) Given the reactants [Cl:1][C:2]1[CH:3]=[C:4]2[C:13](=[CH:14][CH:15]=1)[C:12](Cl)=[C:11]1[C:6]([CH:7]=[CH:8][C:9]([O:17][CH3:18])=[CH:10]1)=[N:5]2.[CH:19]1([CH2:22][N:23]([CH2:29][CH3:30])[CH2:24][CH2:25][CH2:26][CH2:27][NH2:28])[CH2:21][CH2:20]1, predict the reaction product. The product is: [Cl:1][C:2]1[CH:3]=[C:4]2[C:13](=[CH:14][CH:15]=1)[C:12]([NH:28][CH2:27][CH2:26][CH2:25][CH2:24][N:23]([CH2:22][CH:19]1[CH2:21][CH2:20]1)[CH2:29][CH3:30])=[C:11]1[C:6]([CH:7]=[CH:8][C:9]([O:17][CH3:18])=[CH:10]1)=[N:5]2.